Task: Regression. Given a peptide amino acid sequence and an MHC pseudo amino acid sequence, predict their binding affinity value. This is MHC class I binding data.. Dataset: Peptide-MHC class I binding affinity with 185,985 pairs from IEDB/IMGT (1) The peptide sequence is FWLMVYEGL. The MHC is HLA-A11:01 with pseudo-sequence HLA-A11:01. The binding affinity (normalized) is 0.0847. (2) The peptide sequence is VTDTNKFAHY. The MHC is HLA-A24:02 with pseudo-sequence HLA-A24:02. The binding affinity (normalized) is 0. (3) The peptide sequence is QRKRRWRRR. The MHC is Mamu-B03 with pseudo-sequence Mamu-B03. The binding affinity (normalized) is 0.395. (4) The peptide sequence is KLGAGQYGEV. The MHC is HLA-A02:01 with pseudo-sequence HLA-A02:01. The binding affinity (normalized) is 0.295. (5) The peptide sequence is KRWIIMGLNK. The MHC is HLA-A32:01 with pseudo-sequence HLA-A32:01. The binding affinity (normalized) is 0. (6) The peptide sequence is RRQDILDLWIY. The MHC is HLA-B35:01 with pseudo-sequence HLA-B35:01. The binding affinity (normalized) is 0.